This data is from Drug-target binding data from BindingDB using Ki measurements. The task is: Regression. Given a target protein amino acid sequence and a drug SMILES string, predict the binding affinity score between them. We predict pKi (pKi = -log10(Ki in M); higher means stronger inhibition). Dataset: bindingdb_ki. (1) The small molecule is CN[C@@H](C)C(=O)N[C@H](C(=O)N1CCC[C@H]1C(=O)Nc1ccccc1-c1ncccn1)C1CCCCC1. The target protein sequence is HAARMRTFMYWPSSVPVQPEQLASAGFYYVGRNDDVKCFCCDGGLRCWESGDDPWVEHAKWFPRCEFL. The pKi is 7.4. (2) The drug is CC(=O)NCP(=O)([O-])NC(Cc1ccccc1)NC(CC(C)C)C(=O)O. The target protein (Q5EGZ1) has sequence MSSSCWLLLSLVAVATAQSLIEEKAESFLNKFNQEAEDLSYQSSLASWNYNTNITEENAQKMNEAAAKWSAFYEEQSKIAQNFSLQEIQNATIKRQLKALQQSGSSALSPDKNKQLNTILNTMSTIYSTGKVCNSMNPQECFLLEPGLDEIMATSTDYNRRLWAWEGWRAEVGKQLRPLYEEYVVLKNEMARANNYEDYGDYWRGDYEAEGVEGYNYNRNQLIEDVENTFKEIKPLYEQLHAYVRTKLMEVYPSYISPTGCLPAHLLGDMWGRFWTNLYPLTTPFLQKPNIDVTDAMVNQSWDAERIFKEAEKFFVSVGLPQMTPGFWTNSMLTEPGDDRKVVCHPTAWDLGHGDFRIKMCTKVTMDNFLTAHHEMGHIQYDMAYAKQPFLLRNGANEGFHEAVGEIMSLSAATPKHLKSIGLLPSNFQEDNETEINFLLKQALTIVGTLPFTYMLEKWRWMVFQDKIPREQWTKKWWEMKREIVGVVEPLPHDETYCDP.... The pKi is 5.2. (3) The drug is Nc1nc2c(ncn2CCN(CCP(=O)(O)O)CP(=O)(O)O)c(=O)[nH]1. The target protein (P0A9M5) has sequence MSEKYIVTWDMLQIHARKLASRLMPSEQWKGIIAVSRGGLVPGALLARELGIRHVDTVCISSYDHDNQRELKVLKRAEGDGEGFIVIDDLVDTGGTAVAIREMYPKAHFVTIFAKPAGRPLVDDYVVDIPQDTWIEQPWDMGVVFVPPISGR. The pKi is 4.6. (4) The small molecule is CCCCCCCCCCCCCCCC(=O)O. The target protein sequence is MATVQQLEGRWRLVDSKGFDEYMAELGVGIALAAMGAMAKPDCIITCDGKNLTIKTESTLKTTQFSCTLGEKFEETTADGRKTQTVCNFTDGALVQHQEWDGKESTITRKLKDGKLVVECVMNNVTCTRIYEKVE. The pKi is 5.5. (5) The small molecule is COc1ccc2c(c1)oc(=O)n2C1CCN(CCCCN2C(=O)c3ccccc3S2(=O)=O)CC1. The target protein (P25100) has sequence MTFRDLLSVSFEGPRPDSSAGGSSAGGGGGSAGGAAPSEGPAVGGVPGGAGGGGGVVGAGSGEDNRSSAGEPGSAGAGGDVNGTAAVGGLVVSAQGVGVGVFLAAFILMAVAGNLLVILSVACNRHLQTVTNYFIVNLAVADLLLSATVLPFSATMEVLGFWAFGRAFCDVWAAVDVLCCTASILSLCTISVDRYVGVRHSLKYPAIMTERKAAAILALLWVVALVVSVGPLLGWKEPVPPDERFCGITEEAGYAVFSSVCSFYLPMAVIVVMYCRVYVVARSTTRSLEAGVKRERGKASEVVLRIHCRGAATGADGAHGMRSAKGHTFRSSLSVRLLKFSREKKAAKTLAIVVGVFVLCWFPFFFVLPLGSLFPQLKPSEGVFKVIFWLGYFNSCVNPLIYPCSSREFKRAFLRLLRCQCRRRRRRRPLWRVYGHHWRASTSGLRQDCAPSSGDAPPGAPLALTALPDPDPEPPGTPEMQAPVASRRKPPSAFREWRLL.... The pKi is 5.6. (6) The drug is O=C(NCCCNC(=O)c1cc(O)c(O)c(O)c1)c1cc(O)c(O)c(O)c1. The target protein (Q99028) has sequence KERAMHVGRKKGQIVDTVVQEQRPSVLLELGAYCGYSAVRMARLLLPSARLLTIELNPDNAAIAQQVVDFAGLQDRVTVVVGASQDIIPQLKKKYDVDTLDMVFLDHWKDRYLPDTLLLEECGLLRKGTVLLADNVICPGAPDFLAHVRGCGRFECTHFSSYLEYSQMVDGLEKAVYKGPGSPAQP. The pKi is 5.2. (7) The drug is COc1cccc(Cc2noc(-c3ccc(Cl)cc3OC3CCNCC3)n2)c1. The target protein (P30419) has sequence MADESETAVKPPAPPLPQMMEGNGNGHEHCSDCENEEDNSYNRGGLSPANDTGAKKKKKKQKKKKEKGSETDSAQDQPVKMNSLPAERIQEIQKAIELFSVGQGPAKTMEEASKRSYQFWDTQPVPKLGEVVNTHGPVEPDKDNIRQEPYTLPQGFTWDALDLGDRGVLKELYTLLNENYVEDDDNMFRFDYSPEFLLWALRPPGWLPQWHCGVRVVSSRKLVGFISAIPANIHIYDTEKKMVEINFLCVHKKLRSKRVAPVLIREITRRVHLEGIFQAVYTAGVVLPKPVGTCRYWHRSLNPRKLIEVKFSHLSRNMTMQRTMKLYRLPETPKTAGLRPMETKDIPVVHQLLTRYLKQFHLTPVMSQEEVEHWFYPQENIIDTFVVENANGEVTDFLSFYTLPSTIMNHPTHKSLKAAYSFYNVHTQTPLLDLMSDALVLAKMKGFDVFNALDLMENKTFLEKLKFGIGDGNLQYYLYNWKCPSMGAEKVGLVLQ. The pKi is 6.4. (8) The small molecule is CC(C)CCNC(=O)[C@@H](O)[C@H](N)CC(C)C. The target protein (Q9ULA0) has sequence MQVAMNGKARKEAVQTAAKELLKFVNRSPSPFHAVAECRNRLLQAGFSELKETEKWNIKPESKYFMTRNSSTIIAFAVGGQYVPGNGFSLIGAHTDSPCLRVKRRSRRSQVGFQQVGVETYGGGIWSTWFDRDLTLAGRVIVKCPTSGRLEQQLVHVERPILRIPHLAIHLQRNINENFGPNTEMHLVPILATAIQEELEKGTPEPGPLNAVDERHHSVLMSLLCAHLGLSPKDIVEMELCLADTQPAVLGGAYDEFIFAPRLDNLHSCFCALQALIDSCAGPGSLATEPHVRMVTLYDNEEVGSESAQGAQSLLTELVLRRISASCQHPTAFEEAIPKSFMISADMAHAVHPNYLDKHEENHRPLFHKGPVIKVNSKQRYASNAVSEALIREVANKVKVPLQDLMVRNDTPCGTTIGPILASRLGLRVLDLGSPQLAMHSIREMACTTGVLQTLTLFKGFFELFPSLSHNLLVD. The pKi is 5.3. (9) The compound is CCCN(CCC)S(=O)(=O)c1ccc(C(=O)O)cc1. The target protein (Q9Y694) has sequence MGFEELLEQVGGFGPFQLRNVALLALPRVLLPLHFLLPIFLAAVPAHRCALPGAPANFSHQDVWLEAHLPREPDGTLSSCLRFAYPQALPNTTLGEERQSRGELEDEPATVPCSQGWEYDHSEFSSTIATESQWDLVCEQKGLNRAASTFFFAGVLVGAVAFGYLSDRFGRRRLLLVAYVSTLVLGLASAASVSYVMFAITRTLTGSALAGFTIIVMPLELEWLDVEHRTVAGVLSSTFWTGGVMLLALVGYLIRDWRWLLLAVTLPCAPGILSLWWVPESARWLLTQGHVKEAHRYLLHCARLNGRPVCEDSFSQEAVSKVAAGERVVRRPSYLDLFRTPRLRHISLCCVVVWFGVNFSYYGLSLDVSGLGLNVYQTQLLFGAVELPSKLLVYLSVRYAGRRLTQAGTLLGTALAFGTRLLVSSDMKSWSTVLAVMGKAFSEAAFTTAYLFTSELYPTVLRQTGMGLTALVGRLGGSLAPLAALLDGVWLSLPKLTYGG.... The pKi is 3.1.